Predict the product of the given reaction. From a dataset of Forward reaction prediction with 1.9M reactions from USPTO patents (1976-2016). (1) Given the reactants [C:1]([O-:4])(=[O:3])[CH3:2].[Na+].Br[CH2:7][C:8]1[C:32]([CH3:33])=[CH:31][C:11]2[N:12]=[C:13]3[C:18]([N:19]([CH2:20][CH2:21][CH2:22][C:23]4[CH:28]=[CH:27][CH:26]=[CH:25][CH:24]=4)[C:10]=2[CH:9]=1)=[N:17][C:16](=[O:29])[NH:15][C:14]3=[O:30], predict the reaction product. The product is: [C:1]([O:4][CH2:7][C:8]1[C:32]([CH3:33])=[CH:31][C:11]2[N:12]=[C:13]3[C:18]([N:19]([CH2:20][CH2:21][CH2:22][C:23]4[CH:28]=[CH:27][CH:26]=[CH:25][CH:24]=4)[C:10]=2[CH:9]=1)=[N:17][C:16](=[O:29])[NH:15][C:14]3=[O:30])(=[O:3])[CH3:2]. (2) Given the reactants C[Al](C)C.[CH2:5]([NH2:8])[CH2:6][NH2:7].[CH3:9][C:10]1[C:15]([CH3:16])=[CH:14][CH:13]=[CH:12][C:11]=1[NH:17][CH:18](C)C(OCC)=O, predict the reaction product. The product is: [CH3:9][C:10]1[C:15]([CH3:16])=[CH:14][CH:13]=[CH:12][C:11]=1[NH:17][C:18]1[NH:7][CH2:6][CH2:5][N:8]=1. (3) The product is: [NH:3]1[C:11]2[C:6](=[CH:7][CH:8]=[CH:9][CH:10]=2)[C:5]([CH2:12][C:13]2[N:24]([C:19]3[CH:20]=[CH:21][CH:22]=[CH:23][C:18]=3[O:17][CH3:16])[C:25](=[S:28])[NH:26][N:27]=2)=[CH:4]1. Given the reactants [OH-].[Na+].[NH:3]1[C:11]2[C:6](=[CH:7][CH:8]=[CH:9][CH:10]=2)[C:5]([CH2:12][C:13](O)=O)=[CH:4]1.[CH3:16][O:17][C:18]1[CH:23]=[CH:22][CH:21]=[CH:20][C:19]=1[NH:24][C:25](=[S:28])[NH:26][NH2:27], predict the reaction product. (4) The product is: [CH3:8][O:9][C:10](=[O:40])[CH2:11][C:13]1[C:21]2[C:16](=[CH:17][CH:18]=[CH:19][C:20]=2[CH3:22])[NH:15][C:14]=1[C:23]1[CH:28]=[CH:27][C:26]([Cl:29])=[C:25]([S:30](=[O:38])(=[O:39])[NH:31][CH:32]2[CH2:33][CH2:34][CH2:35][CH2:36][CH2:37]2)[CH:24]=1. Given the reactants C([SiH](CC)CC)C.[CH3:8][O:9][C:10](=[O:40])[C:11]([C:13]1[C:21]2[C:16](=[CH:17][CH:18]=[CH:19][C:20]=2[CH3:22])[NH:15][C:14]=1[C:23]1[CH:28]=[CH:27][C:26]([Cl:29])=[C:25]([S:30](=[O:39])(=[O:38])[NH:31][CH:32]2[CH2:37][CH2:36][CH2:35][CH2:34][CH2:33]2)[CH:24]=1)=O, predict the reaction product.